This data is from Catalyst prediction with 721,799 reactions and 888 catalyst types from USPTO. The task is: Predict which catalyst facilitates the given reaction. Reactant: [Cl:1][C:2]1[CH:10]=[CH:9][C:8]([C:11]2[N:12]([C:22]([O:24][C:25]([CH3:28])([CH3:27])[CH3:26])=[O:23])[C:13]3[C:18]([CH:19]=2)=[CH:17][C:16]([CH:20]=O)=[CH:15][CH:14]=3)=[C:7]2[C:3]=1[CH2:4][NH:5][C:6]2=[O:29].[CH3:30][O:31][CH2:32][CH2:33][NH2:34].C(O[BH-](OC(=O)C)OC(=O)C)(=O)C.[Na+]. Product: [Cl:1][C:2]1[CH:10]=[CH:9][C:8]([C:11]2[N:12]([C:22]([O:24][C:25]([CH3:28])([CH3:27])[CH3:26])=[O:23])[C:13]3[C:18]([CH:19]=2)=[CH:17][C:16]([CH2:20][NH:34][CH2:33][CH2:32][O:31][CH3:30])=[CH:15][CH:14]=3)=[C:7]2[C:3]=1[CH2:4][NH:5][C:6]2=[O:29]. The catalyst class is: 4.